Task: Predict the product of the given reaction.. Dataset: Forward reaction prediction with 1.9M reactions from USPTO patents (1976-2016) (1) Given the reactants Br[C:2]1[CH:3]=[C:4]([O:8][CH:9]([CH3:11])[CH3:10])[CH:5]=[N:6][CH:7]=1.[CH3:12][N:13]([C:19]([O:21][C:22]([CH3:25])([CH3:24])[CH3:23])=[O:20])[CH:14]([CH2:16][CH:17]=[CH2:18])[CH3:15].C(N(CC)CC)C.C(#N)C, predict the reaction product. The product is: [CH3:12][N:13]([C:19]([O:21][C:22]([CH3:23])([CH3:25])[CH3:24])=[O:20])[CH:14]([CH2:16]/[CH:17]=[CH:18]/[C:2]1[CH:7]=[N:6][CH:5]=[C:4]([O:8][CH:9]([CH3:11])[CH3:10])[CH:3]=1)[CH3:15]. (2) Given the reactants [C:1]([CH2:4][CH2:5][CH2:6][C:7]1([CH3:17])[C:15]2[C:10](=[CH:11][CH:12]=[CH:13][CH:14]=2)[N:9]=[C:8]1[CH3:16])([OH:3])=[O:2].Br[CH2:19][CH2:20][P:21](=[O:28])([O:25][CH2:26][CH3:27])[O:22][CH2:23][CH3:24].[ClH:29], predict the reaction product. The product is: [Cl-:29].[C:1]([CH2:4][CH2:5][CH2:6][C:7]1([CH3:17])[C:15]2[C:10](=[CH:11][CH:12]=[CH:13][CH:14]=2)[N+:9]([CH2:19][CH2:20][P:21]([O:25][CH2:26][CH3:27])([O:22][CH2:23][CH3:24])=[O:28])=[C:8]1[CH3:16])([OH:3])=[O:2].